This data is from Reaction yield outcomes from USPTO patents with 853,638 reactions. The task is: Predict the reaction yield, written as a fraction of the theoretical maximum amount of product (1.0 means a 100% yield; for example, 0.34 means a 34% yield). (1) The reactants are [CH:1]([C:3]1[CH:10]=[CH:9][C:6]([CH2:7]Cl)=[CH:5][CH:4]=1)=[CH2:2].[H-].[Na+].[F:13][C:14]([F:23])([F:22])[CH2:15][CH2:16][CH:17]([C:20]#[N:21])[C:18]#[N:19]. The catalyst is CN(C)C=O. The product is [F:13][C:14]([F:22])([F:23])[CH2:15][CH2:16][C:17]([CH2:7][C:6]1[CH:9]=[CH:10][C:3]([CH:1]=[CH2:2])=[CH:4][CH:5]=1)([C:20]#[N:21])[C:18]#[N:19]. The yield is 0.630. (2) The reactants are [NH2:1][C:2]1[CH:7]=[CH:6][CH:5]=[CH:4][CH:3]=1.Br[C:9]1[CH:17]=[CH:16][CH:15]=[C:14]2[C:10]=1[CH:11]=[CH:12][N:13]2[Si:18]([CH:25]([CH3:27])[CH3:26])([CH:22]([CH3:24])[CH3:23])[CH:19]([CH3:21])[CH3:20].C([O-])([O-])=O.[K+].[K+]. The catalyst is CC(O)(C)C. The product is [C:2]1([NH:1][C:9]2[CH:17]=[CH:16][CH:15]=[C:14]3[C:10]=2[CH:11]=[CH:12][N:13]3[Si:18]([CH:22]([CH3:24])[CH3:23])([CH:25]([CH3:27])[CH3:26])[CH:19]([CH3:20])[CH3:21])[CH:7]=[CH:6][CH:5]=[CH:4][CH:3]=1. The yield is 1.00. (3) The reactants are [C:1]([O:5][C:6]([NH:8][C@@H:9]([CH2:13][C:14]1[CH:19]=[CH:18][C:17]([O:20][CH3:21])=[CH:16][CH:15]=1)[C:10]([OH:12])=O)=[O:7])([CH3:4])([CH3:3])[CH3:2].C1C=CC2N(O)N=NC=2C=1.CN(C(ON1N=NC2C=CC=CC1=2)=[N+](C)C)C.F[P-](F)(F)(F)(F)F.OC(C(F)(F)F)=O.[NH2:63][C@@H:64]([CH2:71][C:72]1[CH:77]=[CH:76][CH:75]=[CH:74][CH:73]=1)[C:65]([C@@:67]1([CH3:70])[CH2:69][O:68]1)=[O:66].CCN(C(C)C)C(C)C. The catalyst is CN(C=O)C. The product is [CH3:21][O:20][C:17]1[CH:18]=[CH:19][C:14]([CH2:13][C@H:9]([NH:8][C:6](=[O:7])[O:5][C:1]([CH3:2])([CH3:3])[CH3:4])[C:10]([NH:63][C@@H:64]([CH2:71][C:72]2[CH:77]=[CH:76][CH:75]=[CH:74][CH:73]=2)[C:65]([C@@:67]2([CH3:70])[CH2:69][O:68]2)=[O:66])=[O:12])=[CH:15][CH:16]=1. The yield is 0.820. (4) The reactants are [NH2:1][C:2]1[CH:16]=[CH:15][C:5]([CH2:6][NH:7][C:8](=[O:14])[O:9][C:10]([CH3:13])([CH3:12])[CH3:11])=[CH:4][CH:3]=1.N1C2C=CC=C[C:20]=2N=N1.C=O.[BH4-].[Na+].C(=O)([O-])O.[Na+]. The catalyst is C(O)C.C(OCC)(=O)C. The product is [CH3:20][NH:1][C:2]1[CH:16]=[CH:15][C:5]([CH2:6][NH:7][C:8](=[O:14])[O:9][C:10]([CH3:12])([CH3:13])[CH3:11])=[CH:4][CH:3]=1. The yield is 0.440. (5) The reactants are [CH3:1][O:2][C:3]1[CH:12]=[CH:11][C:10]2[C:5](=[CH:6][CH:7]=[CH:8][CH:9]=2)[CH:4]=1.CC([O-])(C)C.[K+].[SiH:19]([CH2:24][CH3:25])([CH2:22][CH3:23])[CH2:20][CH3:21]. The catalyst is O1CCCC1. The product is [CH2:20]([Si:19]([CH2:24][CH3:25])([CH2:22][CH3:23])[C:12]1[C:3]([O:2][CH3:1])=[CH:4][C:5]2[C:10](=[CH:9][CH:8]=[CH:7][CH:6]=2)[CH:11]=1)[CH3:21]. The yield is 0.580. (6) The reactants are [Br:1][C:2]1[CH:10]=[C:9]2[C:5]([CH:6]=[CH:7][NH:8]2)=[CH:4][CH:3]=1.[H-].[Na+].[CH3:13]I. The catalyst is CN(C=O)C. The product is [Br:1][C:2]1[CH:10]=[C:9]2[C:5]([CH:6]=[CH:7][N:8]2[CH3:13])=[CH:4][CH:3]=1. The yield is 1.00. (7) The reactants are [F:1][CH:2]([F:32])[C:3]1[N:7]([C:8]2[N:13]=[C:12]([N:14]3[CH2:19][CH2:18][O:17][CH2:16][CH2:15]3)[N:11]=[C:10]([N:20]3[CH2:25][CH2:24][NH:23][CH2:22][CH2:21]3)[N:9]=2)[C:6]2[CH:26]=[CH:27][CH:28]=[C:29]([O:30][CH3:31])[C:5]=2[N:4]=1.Cl.Cl.[CH3:35][N:36]([CH3:49])[CH2:37][CH2:38][CH2:39][S:40](N1CCNCC1)(=[O:42])=[O:41].CCN(C(C)C)C(C)C. The catalyst is CS(C)=O.O. The product is [F:32][CH:2]([F:1])[C:3]1[N:7]([C:8]2[N:13]=[C:12]([N:14]3[CH2:15][CH2:16][O:17][CH2:18][CH2:19]3)[N:11]=[C:10]([N:20]3[CH2:25][CH2:24][N:23]([S:40]([CH2:39][CH2:38][CH2:37][N:36]([CH3:49])[CH3:35])(=[O:42])=[O:41])[CH2:22][CH2:21]3)[N:9]=2)[C:6]2[CH:26]=[CH:27][CH:28]=[C:29]([O:30][CH3:31])[C:5]=2[N:4]=1. The yield is 0.400.